From a dataset of Full USPTO retrosynthesis dataset with 1.9M reactions from patents (1976-2016). Predict the reactants needed to synthesize the given product. (1) Given the product [Br:1][C:2]1[CH:3]=[C:4]([CH:20]=[CH:21][CH:22]=1)[CH2:5][N:6]1[C:14]2[C:13](=[O:15])[N:12]([CH3:16])[C:11](=[O:17])[N:10]([CH3:18])[C:9]=2[N:8]=[C:7]1[S:19][C:24]([CH3:28])([CH3:27])[CH:25]=[O:26], predict the reactants needed to synthesize it. The reactants are: [Br:1][C:2]1[CH:3]=[C:4]([CH:20]=[CH:21][CH:22]=1)[CH2:5][N:6]1[C:14]2[C:13](=[O:15])[N:12]([CH3:16])[C:11](=[O:17])[N:10]([CH3:18])[C:9]=2[N:8]=[C:7]1[SH:19].Br[C:24]([CH3:28])([CH3:27])[CH:25]=[O:26].C(=O)([O-])[O-].[K+].[K+]. (2) Given the product [C:26]([N:23]1[CH2:24][CH2:25][CH:21]([NH:20][C:9]2[CH:8]=[CH:7][C:3]([C:4]([NH2:6])=[O:5])=[C:2]([NH:12][C:13]3[CH:14]=[C:15]([CH3:19])[CH:16]=[CH:17][CH:18]=3)[N:10]=2)[CH2:22]1)(=[O:28])[CH:33]=[CH2:34], predict the reactants needed to synthesize it. The reactants are: Cl[C:2]1[N:10]=[C:9](Cl)[CH:8]=[CH:7][C:3]=1[C:4]([NH2:6])=[O:5].[NH2:12][C:13]1[CH:18]=[CH:17][CH:16]=[C:15]([CH3:19])[CH:14]=1.[NH2:20][CH:21]1[CH2:25][CH2:24][N:23]([C:26]([O:28]C(C)(C)C)=O)[CH2:22]1.[C:33](O)(=O)[CH:34]=C. (3) The reactants are: [C:1]([C:3]1[CH:8]=[CH:7][C:6]([S:9][C:10]2[CH:15]=[CH:14][C:13]([CH2:16][C:17]([O:19]CC)=[O:18])=[CH:12][CH:11]=2)=[CH:5][CH:4]=1)#[N:2].[OH-].[Na+].Cl. Given the product [C:1]([C:3]1[CH:4]=[CH:5][C:6]([S:9][C:10]2[CH:15]=[CH:14][C:13]([CH2:16][C:17]([OH:19])=[O:18])=[CH:12][CH:11]=2)=[CH:7][CH:8]=1)#[N:2], predict the reactants needed to synthesize it.